This data is from Full USPTO retrosynthesis dataset with 1.9M reactions from patents (1976-2016). The task is: Predict the reactants needed to synthesize the given product. (1) Given the product [CH3:1][S:2]([C:3]1[CH:8]=[CH:7][CH:6]=[CH:5][C:4]=1[O:9][C:10]([F:11])([F:12])[F:13])(=[O:19])=[O:25], predict the reactants needed to synthesize it. The reactants are: [CH3:1][S:2][C:3]1[CH:8]=[CH:7][CH:6]=[CH:5][C:4]=1[O:9][C:10]([F:13])([F:12])[F:11].ClC1C=C(C=CC=1)C(OO)=[O:19].[OH-:25].[Na+]. (2) Given the product [CH2:1]([N:8]1[C:13](=[O:14])[C:12]([C:29]2[CH:30]=[CH:31][C:32]([CH3:33])=[C:27]([CH3:26])[CH:28]=2)=[C:11]([C:16]2[CH:21]=[CH:20][C:19]([S:22]([CH3:25])(=[O:24])=[O:23])=[CH:18][CH:17]=2)[CH:10]=[N:9]1)[C:2]1[CH:7]=[CH:6][CH:5]=[CH:4][CH:3]=1, predict the reactants needed to synthesize it. The reactants are: [CH2:1]([N:8]1[C:13](=[O:14])[C:12](Cl)=[C:11]([C:16]2[CH:21]=[CH:20][C:19]([S:22]([CH3:25])(=[O:24])=[O:23])=[CH:18][CH:17]=2)[CH:10]=[N:9]1)[C:2]1[CH:7]=[CH:6][CH:5]=[CH:4][CH:3]=1.[CH3:26][C:27]1[CH:28]=[C:29](B(O)O)[CH:30]=[CH:31][C:32]=1[CH3:33].[F-].[Cs+].